This data is from Full USPTO retrosynthesis dataset with 1.9M reactions from patents (1976-2016). The task is: Predict the reactants needed to synthesize the given product. (1) Given the product [C:104]([C:36]1[CH:37]=[C:38]([C:19]2[NH:20][C:21](=[O:22])[C:3]3[C:4](=[C:62]([CH2:64][CH3:65])[N:61]([CH:58]4[CH2:59][N:55]([CH2:54][CH3:53])[CH2:56]4)[N:2]=3)[N:18]=2)[C:33]([O:128][CH2:127][CH2:123][CH2:122][CH3:121])=[N:34][CH:35]=1)(=[O:107])[CH3:105], predict the reactants needed to synthesize it. The reactants are: C1N([C@@H]2O[C@@H]3COP(O)(O[C@H]3[C@H]2O)=O)[C:4]2[NH:18][C:19](N)=[N:20][C:21](=[O:22])[C:3]=2[N:2]=1.BrC1C(=O)NN=C(OCCCC2C=CC(Cl)=CC=2)C=1NC[C:33]1[CH:38]=[CH:37][CH:36]=[CH:35][N:34]=1.[Na].C[C:53]1(C)S[C@@H:56]2[C@H:58]([NH:61][C:62]([C@H:64](NC(N3C(=O)N(/N=C/C4OC=CC=4)CC3)=O)[C:65]3C=CC(O)=CC=3)=O)[C:59](=O)[N:55]2[C@H:54]1C(O)=O.C(C1N[C:105]2[C:104](=[O:107])N(C)C3=N[C@@H]4CCC[C@@H]4N3C=2N=1)CCCCC.C(C1C2[C:121](=[CH:122][C:123]([C:127]([O-])=[O:128])=CC=2)N(CC2C=CC=CC=2Cl)C=1CCC)(=O)C.BrC1C(=O)NN=C(OCCCC2C=CC(Cl)=CC=2)C=1NCC1C=NC=CC=1.O1C2C=CC(CNC3C4C(=CC=C(Cl)C=4)N=C(N4CCC(C(O)=O)CC4)N=3)=CC=2OC1.CN1C(=O)[C@H]2CC3C4C(=CC=CC=4)NC=3[C@@H](C3C=CC4OCOC=4C=3)N2C(=O)C1.CN1C2=N[C@@H]3CCC[C@@H]3N2C2N=C(CC3C=CC(C(F)(F)F)=CC=3)NC=2C1=O. (2) Given the product [ClH:40].[C:1]([N:4]1[C@@H:10]([CH3:11])[C@H:9]([NH2:12])[C:8](=[O:20])[N:7]([CH2:21][C:22]2[C:31]3[C:26](=[CH:27][CH:28]=[CH:29][CH:30]=3)[CH:25]=[CH:24][C:23]=2[O:32][CH3:33])[C:6]2[CH:34]=[CH:35][C:36]([C:38]#[N:39])=[CH:37][C:5]1=2)(=[O:3])[CH3:2], predict the reactants needed to synthesize it. The reactants are: [C:1]([N:4]1[C@@H:10]([CH3:11])[C@H:9]([NH:12]C(=O)OC(C)(C)C)[C:8](=[O:20])[N:7]([CH2:21][C:22]2[C:31]3[C:26](=[CH:27][CH:28]=[CH:29][CH:30]=3)[CH:25]=[CH:24][C:23]=2[O:32][CH3:33])[C:6]2[CH:34]=[CH:35][C:36]([C:38]#[N:39])=[CH:37][C:5]1=2)(=[O:3])[CH3:2].[ClH:40]. (3) Given the product [NH2:56][C:51]1([C:50]([N:23]2[CH2:22][CH2:21][CH:20]([CH2:19][CH2:18][O:17][C:14]3[CH:15]=[CH:16][C:11]([C:8]4[N:7]=[C:6]([C:30]#[N:31])[C:5]5[N:4]=[N:3][N:2]([CH3:1])[C:10]=5[CH:9]=4)=[CH:12][C:13]=3[C:26]([F:29])([F:28])[F:27])[CH2:25][CH2:24]2)=[O:71])[CH2:53][CH2:52]1, predict the reactants needed to synthesize it. The reactants are: [CH3:1][N:2]1[C:10]2[CH:9]=[C:8]([C:11]3[CH:16]=[CH:15][C:14]([O:17][CH2:18][CH2:19][CH:20]4[CH2:25][CH2:24][NH:23][CH2:22][CH2:21]4)=[C:13]([C:26]([F:29])([F:28])[F:27])[CH:12]=3)[N:7]=[C:6]([C:30]#[N:31])[C:5]=2[N:4]=[N:3]1.CCN(C(C)C)C(C)C.CN(C(ON1N=[N:56][C:51]2[CH:52]=[CH:53]C=N[C:50]1=2)=[N+](C)C)C.F[P-](F)(F)(F)(F)F.CN1C(=[O:71])CCC1. (4) Given the product [C:4]([O:6][CH:7]([CH3:9])[CH3:8])(=[O:5])/[CH:3]=[CH:2]/[C:1]([O:11][CH:12]([CH3:14])[CH3:13])=[O:10].[C:15]([OH:25])(=[O:24])[CH:16]=[CH:17][C:18]1[CH:19]=[CH:20][CH:21]=[CH:22][CH:23]=1, predict the reactants needed to synthesize it. The reactants are: [C:1]([O:11][CH:12]([CH3:14])[CH3:13])(=[O:10])/[CH:2]=[CH:3]/[C:4]([O:6][CH:7]([CH3:9])[CH3:8])=[O:5].[C:15]([OH:25])(=[O:24])[CH:16]=[CH:17][C:18]1[CH:23]=[CH:22][CH:21]=[CH:20][CH:19]=1.CO. (5) Given the product [CH2:1]([O:3][C:4](=[O:29])[CH:5]([C:13]1[N:14]([CH3:28])[C:15]2[C:20]([C:21]=1[S:22]([CH2:25][CH3:26])(=[O:23])=[O:24])=[CH:19][C:18]([O:27][CH2:37][C:32]1[CH:33]=[CH:34][CH:35]=[CH:36][N:31]=1)=[CH:17][CH:16]=2)[CH2:6][C:7]1[CH:8]=[CH:9][CH:10]=[CH:11][CH:12]=1)[CH3:2], predict the reactants needed to synthesize it. The reactants are: [CH2:1]([O:3][C:4](=[O:29])[CH:5]([C:13]1[N:14]([CH3:28])[C:15]2[C:20]([C:21]=1[S:22]([CH2:25][CH3:26])(=[O:24])=[O:23])=[CH:19][C:18]([OH:27])=[CH:17][CH:16]=2)[CH2:6][C:7]1[CH:12]=[CH:11][CH:10]=[CH:9][CH:8]=1)[CH3:2].Cl.[N:31]1[CH:36]=[CH:35][CH:34]=[CH:33][C:32]=1[CH2:37]Cl. (6) Given the product [Br:14][C:15]1[CH:16]=[C:17]([CH:20]=[CH:21][CH:22]=1)[CH2:18][N:4]1[CH2:5][CH2:6][N:1]([C:7]2[N:12]=[CH:11][NH:10][C:9](=[O:13])[CH:8]=2)[CH2:2][CH2:3]1, predict the reactants needed to synthesize it. The reactants are: [N:1]1([C:7]2[N:12]=[CH:11][NH:10][C:9](=[O:13])[CH:8]=2)[CH2:6][CH2:5][NH:4][CH2:3][CH2:2]1.[Br:14][C:15]1[CH:16]=[C:17]([CH:20]=[CH:21][CH:22]=1)[CH:18]=O. (7) Given the product [NH3:7].[CH:1]1([CH2:5][NH:7][CH2:8][CH2:9][OH:10])[CH2:4][CH2:3][CH2:2]1, predict the reactants needed to synthesize it. The reactants are: [CH:1]1([C:5]([NH:7][CH2:8][C:9](OCC)=[O:10])=O)[CH2:4][CH2:3][CH2:2]1.Cl.ClCCl. (8) Given the product [C:20]([O:19][C:17]([N:11]1[CH2:16][CH2:15][N:14]([C:2]2[CH:10]=[CH:9][C:5]([C:6]([OH:8])=[O:7])=[CH:4][N:3]=2)[CH2:13][CH2:12]1)=[O:18])([CH3:23])([CH3:21])[CH3:22], predict the reactants needed to synthesize it. The reactants are: Cl[C:2]1[CH:10]=[CH:9][C:5]([C:6]([OH:8])=[O:7])=[CH:4][N:3]=1.[N:11]1([C:17]([O:19][C:20]([CH3:23])([CH3:22])[CH3:21])=[O:18])[CH2:16][CH2:15][NH:14][CH2:13][CH2:12]1.CCN(C(C)C)C(C)C. (9) Given the product [F:1][C:2]1[CH:7]=[C:6]([F:8])[CH:5]=[CH:4][C:3]=1[N:9]1[CH2:10][CH2:11][N:12]([C:15]2[N:20]=[CH:19][N:18]([CH2:33][N:34]3[CH:38]=[CH:37][C:36]([C:39]([F:42])([F:41])[F:40])=[N:35]3)[C:17](=[O:21])[N:16]=2)[CH2:13][CH2:14]1, predict the reactants needed to synthesize it. The reactants are: [F:1][C:2]1[CH:7]=[C:6]([F:8])[CH:5]=[CH:4][C:3]=1[N:9]1[CH2:14][CH2:13][N:12]([C:15]2[N:20]=[CH:19][NH:18][C:17](=[O:21])[N:16]=2)[CH2:11][CH2:10]1.CC1C=CC(S(O[CH2:33][N:34]2[CH:38]=[CH:37][C:36]([C:39]([F:42])([F:41])[F:40])=[N:35]2)(=O)=O)=CC=1.